Dataset: Reaction yield outcomes from USPTO patents with 853,638 reactions. Task: Predict the reaction yield, written as a fraction of the theoretical maximum amount of product (1.0 means a 100% yield; for example, 0.34 means a 34% yield). (1) The reactants are [CH2:1]([C:8]1[CH:26]=[CH:25][C:11]([CH2:12][NH:13][C:14]2[CH:15]=[CH:16][C:17]([OH:24])=[C:18]([CH:23]=2)[C:19]([O:21][CH3:22])=[O:20])=[CH:10][CH:9]=1)[CH2:2][CH2:3][CH2:4][CH2:5][CH2:6][CH3:7].[O:27]([C:34]1[CH:42]=[CH:41][C:37]([C:38](O)=[O:39])=[CH:36][CH:35]=1)[C:28]1[CH:33]=[CH:32][CH:31]=[CH:30][CH:29]=1. The catalyst is C(Cl)Cl. The product is [CH2:1]([C:8]1[CH:26]=[CH:25][C:11]([CH2:12][N:13]([C:14]2[CH:15]=[CH:16][C:17]([OH:24])=[C:18]([CH:23]=2)[C:19]([O:21][CH3:22])=[O:20])[C:38](=[O:39])[C:37]2[CH:36]=[CH:35][C:34]([O:27][C:28]3[CH:33]=[CH:32][CH:31]=[CH:30][CH:29]=3)=[CH:42][CH:41]=2)=[CH:10][CH:9]=1)[CH2:2][CH2:3][CH2:4][CH2:5][CH2:6][CH3:7]. The yield is 0.840. (2) The product is [CH2:34]([N:19]([CH2:17][CH3:18])[CH2:20][CH2:21][NH:22][C:23]([C:25]1[C:29]([CH3:30])=[C:28]([CH:31]=[C:11]2[C:10]3[C:14](=[CH:15][C:7]([C:1]4[CH:2]=[CH:3][CH:4]=[CH:5][CH:6]=4)=[CH:8][CH:9]=3)[NH:13][C:12]2=[O:16])[NH:27][C:26]=1[CH3:33])=[O:24])[CH3:35]. No catalyst specified. The reactants are [C:1]1([C:7]2[CH:15]=[C:14]3[C:10]([CH2:11][C:12](=[O:16])[NH:13]3)=[CH:9][CH:8]=2)[CH:6]=[CH:5][CH:4]=[CH:3][CH:2]=1.[CH2:17]([N:19]([CH2:34][CH3:35])[CH2:20][CH2:21][NH:22][C:23]([C:25]1[C:29]([CH3:30])=[C:28]([CH:31]=O)[NH:27][C:26]=1[CH3:33])=[O:24])[CH3:18]. The yield is 0.380. (3) The catalyst is CCO. The product is [NH:20]([C:2]1[N:7]=[CH:6][C:5]([S:8]([N:11]([CH3:18])[C:12]2[CH:17]=[CH:16][CH:15]=[CH:14][N:13]=2)(=[O:10])=[O:9])=[CH:4][CH:3]=1)[NH2:21]. The reactants are Cl[C:2]1[N:7]=[CH:6][C:5]([S:8]([N:11]([CH3:18])[C:12]2[CH:17]=[CH:16][CH:15]=[CH:14][N:13]=2)(=[O:10])=[O:9])=[CH:4][CH:3]=1.O.[NH2:20][NH2:21]. The yield is 0.620. (4) The reactants are CO.[CH:3]1([C:9]2[C:17]3[C:16](=[O:18])[NH:15][C:14]([C:19]4[CH:30]=[CH:29][C:22]([O:23][CH2:24][C:25]([O:27]C)=[O:26])=[CH:21][C:20]=4[O:31][CH3:32])=[N:13][C:12]=3[N:11]([CH3:33])[N:10]=2)[CH2:8][CH2:7][CH2:6][CH2:5][CH2:4]1.[OH-].[Na+].Cl. The catalyst is O. The product is [CH:3]1([C:9]2[C:17]3[C:16](=[O:18])[NH:15][C:14]([C:19]4[CH:30]=[CH:29][C:22]([O:23][CH2:24][C:25]([OH:27])=[O:26])=[CH:21][C:20]=4[O:31][CH3:32])=[N:13][C:12]=3[N:11]([CH3:33])[N:10]=2)[CH2:4][CH2:5][CH2:6][CH2:7][CH2:8]1. The yield is 0.690.